From a dataset of Catalyst prediction with 721,799 reactions and 888 catalyst types from USPTO. Predict which catalyst facilitates the given reaction. (1) Reactant: [Si:1]([O:8][CH:9]([C:35]([CH3:38])([CH3:37])[CH3:36])[CH2:10][O:11][C:12]1[CH:17]=[CH:16][C:15]([C:18]([C:23]2[CH:32]=[CH:31][C:26]([C:27](OC)=[O:28])=[C:25]([CH3:33])[CH:24]=2)([CH2:21][CH3:22])[CH2:19][CH3:20])=[CH:14][C:13]=1[CH3:34])([C:4]([CH3:7])([CH3:6])[CH3:5])([CH3:3])[CH3:2].[H-].[H-].[H-].[H-].[Li+].[Al+3]. Product: [Si:1]([O:8][CH:9]([C:35]([CH3:36])([CH3:37])[CH3:38])[CH2:10][O:11][C:12]1[CH:17]=[CH:16][C:15]([C:18]([C:23]2[CH:32]=[CH:31][C:26]([CH2:27][OH:28])=[C:25]([CH3:33])[CH:24]=2)([CH2:19][CH3:20])[CH2:21][CH3:22])=[CH:14][C:13]=1[CH3:34])([C:4]([CH3:5])([CH3:7])[CH3:6])([CH3:2])[CH3:3]. The catalyst class is: 1. (2) Reactant: [C:1]1([C:15]([O:17][C:18]([CH3:21])([CH3:20])[CH3:19])=[O:16])[CH:6]=[C:5]([C:7]([O:9]C)=[O:8])[CH:4]=[C:3]([C:11]([O:13]C)=[O:12])[CH:2]=1.[OH-].[Na+].Cl. Product: [C:18]([O:17][C:15]([C:1]1[CH:2]=[C:3]([C:11]([OH:13])=[O:12])[CH:4]=[C:5]([CH:6]=1)[C:7]([OH:9])=[O:8])=[O:16])([CH3:21])([CH3:19])[CH3:20]. The catalyst class is: 1. (3) Reactant: [H-].[Na+].[CH3:3][N:4]([CH3:9])[CH2:5][CH2:6][CH2:7][OH:8].Cl[C:11]1[N:12]=[C:13]([OH:21])[C:14]2[CH:20]=[CH:19][N:18]=[CH:17][C:15]=2[N:16]=1. Product: [CH3:3][N:4]([CH3:9])[CH2:5][CH2:6][CH2:7][O:8][C:11]1[N:12]=[C:13]([OH:21])[C:14]2[CH:20]=[CH:19][N:18]=[CH:17][C:15]=2[N:16]=1. The catalyst class is: 12. (4) Reactant: C[O:2][C:3]([C@:5]([NH:14][C:15](=[O:24])[O:16][CH2:17][C:18]1[CH:23]=[CH:22][N:21]=[CH:20][CH:19]=1)([CH3:13])[CH2:6][C:7]1[CH:12]=[CH:11][CH:10]=[CH:9][CH:8]=1)=[O:4].O[Li].O.C(O)(=O)C. Product: [C:3]([C@:5]([NH:14][C:15](=[O:24])[O:16][CH2:17][C:18]1[CH:23]=[CH:22][N:21]=[CH:20][CH:19]=1)([CH3:13])[CH2:6][C:7]1[CH:8]=[CH:9][CH:10]=[CH:11][CH:12]=1)([OH:4])=[O:2]. The catalyst class is: 20. (5) Reactant: FC(F)(F)C(O)=O.C(OC(=O)[NH:14][C@@H:15]([CH2:31][N:32]1[CH2:37][C:36](=[O:38])[N:35]([C:39]2[C:44]([F:45])=[CH:43][CH:42]=[CH:41][C:40]=2[F:46])[CH2:34][C:33]1([CH3:48])[CH3:47])[C@@H:16]([OH:30])[CH2:17][C@H:18]([C:20](=[O:29])[NH:21][CH2:22][C:23]([C:26](=O)N)([CH3:25])[CH3:24])[CH3:19])(C)(C)C.[C:50]([OH:57])(=[O:56])/[CH:51]=[CH:52]/[C:53]([OH:55])=[O:54].[CH3:58][C:59]([CH3:90])([CH3:89])[CH2:60][NH:61][C:62](=[O:88])[C@H:63]([CH3:87])[CH2:64][C@H:65]([OH:86])[C@@H:66]([NH2:85])[CH2:67][N:68]1[CH2:73][C:72](=[O:74])[N:71]([C:75]2[C:80]([F:81])=[CH:79][CH:78]=[CH:77][C:76]=2[F:82])[CH2:70][C:69]1([CH3:84])[CH3:83]. Product: [C:50]([OH:57])(=[O:56])/[CH:51]=[CH:52]/[C:53]([OH:55])=[O:54].[CH3:25][C:23]([CH3:24])([CH3:26])[CH2:22][NH:21][C:20](=[O:29])[C@H:18]([CH3:19])[CH2:17][C@H:16]([OH:30])[C@@H:15]([NH2:14])[CH2:31][N:32]1[CH2:37][C:36](=[O:38])[N:35]([C:39]2[C:44]([F:45])=[CH:43][CH:42]=[CH:41][C:40]=2[F:46])[CH2:34][C:33]1([CH3:47])[CH3:48].[NH2:85][C@@H:66]([CH2:67][N:68]1[CH2:73][C:72](=[O:74])[N:71]([C:75]2[C:76]([F:82])=[CH:77][CH:78]=[CH:79][C:80]=2[F:81])[CH2:70][C:69]1([CH3:83])[CH3:84])[C@@H:65]([OH:86])[CH2:64][C@@H:63]([CH3:87])[C:62]([NH:61][CH2:60][C:59]([CH3:89])([CH3:58])[CH3:90])=[O:88]. The catalyst class is: 61. (6) Reactant: [Si:1]([O:8][C@H:9]1[C@H:13]2[O:14][CH2:15][C@@H:16]([O:17][C:18]3[N:40]([CH2:41][O:42][CH2:43][CH2:44][Si:45]([CH3:48])([CH3:47])[CH3:46])[C:21]4=[N:22][C:23]([C:27]5[CH:32]=[CH:31][C:30]([C@H:33]6[CH2:38][CH2:37][C@H:36]([OH:39])[CH2:35][CH2:34]6)=[CH:29][CH:28]=5)=[C:24]([Cl:26])[CH:25]=[C:20]4[N:19]=3)[C@H:12]2[O:11][CH2:10]1)([C:4]([CH3:7])([CH3:6])[CH3:5])([CH3:3])[CH3:2].[N:49]1([C:55](Cl)=[O:56])[CH2:54][CH2:53][O:52][CH2:51][CH2:50]1. Product: [N:49]1([C:55]([O:39][C@H:36]2[CH2:37][CH2:38][C@H:33]([C:30]3[CH:31]=[CH:32][C:27]([C:23]4[N:22]=[C:21]5[N:40]([CH2:41][O:42][CH2:43][CH2:44][Si:45]([CH3:48])([CH3:47])[CH3:46])[C:18]([O:17][C@@H:16]6[CH2:15][O:14][C@@H:13]7[C@H:9]([O:8][Si:1]([C:4]([CH3:6])([CH3:7])[CH3:5])([CH3:3])[CH3:2])[CH2:10][O:11][C@H:12]67)=[N:19][C:20]5=[CH:25][C:24]=4[Cl:26])=[CH:28][CH:29]=3)[CH2:34][CH2:35]2)=[O:56])[CH2:54][CH2:53][O:52][CH2:51][CH2:50]1. The catalyst class is: 17. (7) Reactant: C[O:2][C:3](=[O:27])[CH:4]([N:11]1[C:16](=[O:17])[CH:15]=[C:14]([O:18][C:19]2[CH:24]=[CH:23][CH:22]=[CH:21][C:20]=2[C:25]#[N:26])[CH:13]=[N:12]1)[CH2:5][CH:6]1[CH2:10][CH2:9][CH2:8][CH2:7]1.[OH-].[Na+]. Product: [C:25]([C:20]1[CH:21]=[CH:22][CH:23]=[CH:24][C:19]=1[O:18][C:14]1[CH:13]=[N:12][N:11]([CH:4]([CH2:5][CH:6]2[CH2:10][CH2:9][CH2:8][CH2:7]2)[C:3]([OH:27])=[O:2])[C:16](=[O:17])[CH:15]=1)#[N:26]. The catalyst class is: 5.